From a dataset of Full USPTO retrosynthesis dataset with 1.9M reactions from patents (1976-2016). Predict the reactants needed to synthesize the given product. (1) Given the product [Cl:1][C:2]1[CH:7]=[CH:6][N:5]=[C:4]([C@@H:8]([NH:12][C:32](=[O:33])[O:31][C:28]([CH3:30])([CH3:29])[CH3:27])[CH2:9][CH:10]=[CH2:11])[CH:3]=1, predict the reactants needed to synthesize it. The reactants are: [Cl:1][C:2]1[CH:7]=[CH:6][N:5]=[C:4]([C@@H:8]([NH:12][S@](C(C)(C)C)=O)[CH2:9][CH:10]=[CH2:11])[CH:3]=1.Cl.CCN(CC)CC.[CH3:27][C:28]([O:31][C:32](O[C:32]([O:31][C:28]([CH3:30])([CH3:29])[CH3:27])=[O:33])=[O:33])([CH3:30])[CH3:29]. (2) The reactants are: P(Br)(Br)[Br:2].[CH:5]1([C:11]2[CH:36]=[CH:35][C:14]([CH2:15][O:16][C:17]3[CH:22]=[CH:21][CH:20]=[CH:19][C:18]=3[CH2:23][CH2:24][CH:25](O)[CH2:26][CH2:27][CH2:28][CH2:29][C:30]([O:32][CH3:33])=[O:31])=[CH:13][CH:12]=2)[CH2:10][CH2:9][CH2:8][CH2:7][CH2:6]1.O. Given the product [Br:2][CH:25]([CH2:24][CH2:23][C:18]1[CH:19]=[CH:20][CH:21]=[CH:22][C:17]=1[O:16][CH2:15][C:14]1[CH:35]=[CH:36][C:11]([CH:5]2[CH2:10][CH2:9][CH2:8][CH2:7][CH2:6]2)=[CH:12][CH:13]=1)[CH2:26][CH2:27][CH2:28][CH2:29][C:30]([O:32][CH3:33])=[O:31], predict the reactants needed to synthesize it. (3) Given the product [CH2:3]([O:5][C:6]1[CH:11]=[C:10]([CH2:12][N:13]2[CH2:14][C:15]3([CH2:20][C:19]([N:21]4[CH2:26][CH2:25][C:24]([CH3:32])([C:27]([OH:29])=[O:28])[CH2:23][CH2:22]4)=[N:18][O:17]3)[CH2:16]2)[CH:9]=[C:8]([C:33]([F:34])([F:35])[F:36])[C:7]=1[C:37]1[CH:38]=[CH:39][C:40]([F:43])=[CH:41][CH:42]=1)[CH3:4], predict the reactants needed to synthesize it. The reactants are: [OH-].[Na+].[CH2:3]([O:5][C:6]1[CH:11]=[C:10]([CH2:12][N:13]2[CH2:16][C:15]3([CH2:20][C:19]([N:21]4[CH2:26][CH2:25][C:24]([CH3:32])([C:27]([O:29]CC)=[O:28])[CH2:23][CH2:22]4)=[N:18][O:17]3)[CH2:14]2)[CH:9]=[C:8]([C:33]([F:36])([F:35])[F:34])[C:7]=1[C:37]1[CH:42]=[CH:41][C:40]([F:43])=[CH:39][CH:38]=1)[CH3:4]. (4) Given the product [CH2:25]([C@H:32]1[CH2:36][O:35][C:34](=[O:37])[N:33]1[C:38](=[O:43])[C@@H:39]([O:40][CH2:41][CH3:42])[C@H:5]([OH:6])[C:4]1[CH:7]=[CH:8][C:9]([O:10][CH2:11][CH2:12][C:13]2[N:14]=[C:15]([C:19]3[CH:24]=[CH:23][CH:22]=[CH:21][CH:20]=3)[O:16][C:17]=2[CH3:18])=[C:2]([CH3:1])[CH:3]=1)[C:26]1[CH:27]=[CH:28][CH:29]=[CH:30][CH:31]=1, predict the reactants needed to synthesize it. The reactants are: [CH3:1][C:2]1[CH:3]=[C:4]([CH:7]=[CH:8][C:9]=1[O:10][CH2:11][CH2:12][C:13]1[N:14]=[C:15]([C:19]2[CH:24]=[CH:23][CH:22]=[CH:21][CH:20]=2)[O:16][C:17]=1[CH3:18])[CH:5]=[O:6].[CH2:25]([C@H:32]1[CH2:36][O:35][C:34](=[O:37])[N:33]1[C:38](=[O:43])[CH2:39][O:40][CH2:41][CH3:42])[C:26]1[CH:31]=[CH:30][CH:29]=[CH:28][CH:27]=1.B(OS(C(F)(F)F)(=O)=O)(CCCC)CCCC. (5) Given the product [Cl:13][C:14]1[CH:15]=[CH:16][C:17]2[N:18]([CH:2]=[C:3]([C:5]3[CH:6]=[C:7]([CH:10]=[CH:11][CH:12]=3)[C:8]#[N:9])[N:20]=2)[N:19]=1, predict the reactants needed to synthesize it. The reactants are: Br[CH2:2][C:3]([C:5]1[CH:6]=[C:7]([CH:10]=[CH:11][CH:12]=1)[C:8]#[N:9])=O.[Cl:13][C:14]1[N:19]=[N:18][C:17]([NH2:20])=[CH:16][CH:15]=1. (6) The reactants are: [CH3:1][C:2]1[N:3]=[C:4]([N:10]2[C:14](=[O:15])[N:13](CC3C=CC(C(F)(F)F)=CC=3)[N:12]=[CH:11]2)[S:5][C:6]=1[C:7]([OH:9])=O.CC1N=C(N2C(=O)NN=C2)SC=1C(O)=O.[N:42]1[CH:47]=[CH:46][CH:45]=[C:44]([CH2:48][NH2:49])[CH:43]=1. Given the product [CH3:1][C:2]1[N:3]=[C:4]([N:10]2[C:14](=[O:15])[NH:13][N:12]=[CH:11]2)[S:5][C:6]=1[C:7]([NH:49][CH2:48][C:44]1[CH:43]=[N:42][CH:47]=[CH:46][CH:45]=1)=[O:9], predict the reactants needed to synthesize it. (7) Given the product [CH2:1]([O:3][C:4]1[CH:5]=[C:6]([CH2:13][CH2:14][C:15]([NH:20][CH3:19])=[O:17])[CH:7]=[CH:8][C:9]=1[O:10][CH2:11][CH3:12])[CH3:2], predict the reactants needed to synthesize it. The reactants are: [CH2:1]([O:3][C:4]1[CH:5]=[C:6]([CH2:13][CH2:14][C:15]([OH:17])=O)[CH:7]=[CH:8][C:9]=1[O:10][CH2:11][CH3:12])[CH3:2].C[CH2:19][N:20](C(C)C)C(C)C.C1C=CC2N(O)N=NC=2C=1.CN.